Dataset: Full USPTO retrosynthesis dataset with 1.9M reactions from patents (1976-2016). Task: Predict the reactants needed to synthesize the given product. (1) Given the product [Cl:17][C:6]1[CH:5]=[N:4][CH:3]=[C:2]([C:22]2[C:21]([CH3:34])=[N:20][N:19]([CH3:18])[C:23]=2[CH3:24])[C:7]=1[N:8]1[CH2:13][CH2:12][CH:11]([C:14]([NH2:16])=[O:15])[CH2:10][CH2:9]1, predict the reactants needed to synthesize it. The reactants are: Cl[C:2]1[CH:3]=[N:4][CH:5]=[C:6]([Cl:17])[C:7]=1[N:8]1[CH2:13][CH2:12][CH:11]([C:14]([NH2:16])=[O:15])[CH2:10][CH2:9]1.[CH3:18][N:19]1[C:23]([CH3:24])=[C:22](B2OC(C)(C)C(C)(C)O2)[C:21]([CH3:34])=[N:20]1.C(=O)([O-])[O-].[Na+].[Na+]. (2) Given the product [Cl:10][C:11]1[C:18]([CH2:19][CH3:20])=[C:17]([NH:2][C@H:3]2[CH2:7][CH2:6][CH2:5][C:4]2([OH:8])[CH3:9])[CH:16]=[CH:15][C:12]=1[C:13]#[N:14], predict the reactants needed to synthesize it. The reactants are: Cl.[NH2:2][C@H:3]1[CH2:7][CH2:6][CH2:5][C:4]1([CH3:9])[OH:8].[Cl:10][C:11]1[C:18]([CH2:19][CH3:20])=[C:17](F)[CH:16]=[CH:15][C:12]=1[C:13]#[N:14]. (3) Given the product [C:21]([O:20][C:18]([N:25]1[CH2:30][CH2:29][N:28]([CH2:9][CH:8]([C:11]2[CH:16]=[CH:15][C:14]([Cl:17])=[CH:13][CH:12]=2)[C:5]2[CH:6]=[CH:7][C:2]([Cl:1])=[CH:3][CH:4]=2)[CH2:27][CH2:26]1)=[O:19])([CH3:24])([CH3:22])[CH3:23], predict the reactants needed to synthesize it. The reactants are: [Cl:1][C:2]1[CH:7]=[CH:6][C:5]([CH:8]([C:11]2[CH:16]=[CH:15][C:14]([Cl:17])=[CH:13][CH:12]=2)[CH:9]=O)=[CH:4][CH:3]=1.[C:18]([N:25]1[CH2:30][CH2:29][NH:28][CH2:27][CH2:26]1)([O:20][C:21]([CH3:24])([CH3:23])[CH3:22])=[O:19].C([BH3-])#N.[Na+].O. (4) Given the product [N+:33]([C:22]1[CH:23]=[CH:24][CH:25]=[C:26]([S:27]([CH2:30][CH2:31][CH3:32])(=[O:29])=[O:28])[C:21]=1[NH:12][CH2:15][CH2:16][OH:17])([O-:35])=[O:34], predict the reactants needed to synthesize it. The reactants are: CN(C)S(C1C2[N:12]([CH2:15][C:16](O)=[O:17])C=NC=2C=CC=1)(=O)=O.Cl[C:21]1[C:26]([S:27]([CH2:30][CH2:31][CH3:32])(=[O:29])=[O:28])=[CH:25][CH:24]=[CH:23][C:22]=1[N+:33]([O-:35])=[O:34]. (5) Given the product [F:2][C:3]1[CH:8]=[CH:7][C:6]([CH:9]2[CH2:10][CH2:11][N:12]([CH2:16][CH2:17][CH2:18][C:19]3[CH:29]=[CH:28][CH:27]=[C:21]4[C:22]([NH:24][C:25](=[O:26])[C:20]=34)=[O:23])[CH2:13][CH2:14]2)=[CH:5][CH:4]=1, predict the reactants needed to synthesize it. The reactants are: Cl.[F:2][C:3]1[CH:8]=[CH:7][C:6]([CH:9]2[CH2:14][CH2:13][NH:12][CH2:11][CH2:10]2)=[CH:5][CH:4]=1.Br[CH2:16][CH2:17][CH2:18][C:19]1[CH:29]=[CH:28][CH:27]=[C:21]2[C:22]([NH:24][C:25](=[O:26])[C:20]=12)=[O:23].C(=O)([O-])[O-].[K+].[K+].